Dataset: Forward reaction prediction with 1.9M reactions from USPTO patents (1976-2016). Task: Predict the product of the given reaction. (1) Given the reactants N1[C:5]([C:6]2[CH:7]=[C:8]([CH:13]=[CH:14][CH:15]=2)[C:9]([O:11][CH3:12])=[O:10])=[N:4][N:3]=N1.[CH:16]([C:19]1[CH:27]=[CH:26][C:22]([C:23](O)=[O:24])=[CH:21][CH:20]=1)([CH3:18])[CH3:17].C1(N=C=NC2CCCCC2)CCCCC1, predict the reaction product. The product is: [CH:16]([C:19]1[CH:27]=[CH:26][C:22]([C:23]2[O:24][C:5]([C:6]3[CH:7]=[C:8]([CH:13]=[CH:14][CH:15]=3)[C:9]([O:11][CH3:12])=[O:10])=[N:4][N:3]=2)=[CH:21][CH:20]=1)([CH3:18])[CH3:17]. (2) Given the reactants [C:1]1([C:7]2[NH:8][C:9]3[C:14]([CH:15]=2)=[CH:13][CH:12]=[CH:11][CH:10]=3)[CH:6]=[CH:5][CH:4]=[CH:3][CH:2]=1.[Cl-].[Cl:17][C:18]1[CH:30]=[CH:29][CH:28]=[CH:27][C:19]=1[CH:20]=[N+:21]1[CH2:26][CH2:25][CH2:24][CH2:23][CH2:22]1, predict the reaction product. The product is: [Cl:17][C:18]1[CH:30]=[CH:29][CH:28]=[CH:27][C:19]=1[CH:20]([N:21]1[CH2:26][CH2:25][CH2:24][CH2:23][CH2:22]1)[C:15]1[C:14]2[C:9](=[CH:10][CH:11]=[CH:12][CH:13]=2)[NH:8][C:7]=1[C:1]1[CH:6]=[CH:5][CH:4]=[CH:3][CH:2]=1. (3) The product is: [O-:30][N+:6]1[C:7]2[C:2](=[CH:1][CH:10]=[CH:9][CH:8]=2)[C:3]2[N:13]3[C@@H:14]([C:18]([OH:21])([CH3:19])[CH3:20])[CH2:15][O:16][CH2:17][C:12]3=[N:11][C:4]=2[CH:5]=1. Given the reactants [CH:1]1[CH:10]=[CH:9][CH:8]=[C:7]2[C:2]=1[C:3]1[N:13]3[C@@H:14]([C:18]([OH:21])([CH3:20])[CH3:19])[CH2:15][O:16][CH2:17][C:12]3=[N:11][C:4]=1[CH:5]=[N:6]2.C1C=C(Cl)C=C(C(OO)=[O:30])C=1.C([O-])([O-])=O.[Na+].[Na+], predict the reaction product. (4) Given the reactants [C:1]([O:5][C:6]([NH:8][C@H:9]1[C@H:14]([OH:15])[C@@H:13]([CH3:16])[CH2:12][N:11]([C:17]2[CH:22]=[CH:21][N:20]=[CH:19][C:18]=2[N:23]([C:31]([O:33][C:34]([CH3:37])([CH3:36])[CH3:35])=[O:32])[C:24]([O:26][C:27]([CH3:30])([CH3:29])[CH3:28])=[O:25])[CH2:10]1)=[O:7])([CH3:4])([CH3:3])[CH3:2].C(N(CC)CC)C.[CH3:45][S:46](Cl)(=[O:48])=[O:47], predict the reaction product. The product is: [CH3:45][S:46]([O:15][C@@H:14]1[C@@H:13]([CH3:16])[CH2:12][N:11]([C:17]2[CH:22]=[CH:21][N:20]=[CH:19][C:18]=2[N:23]([C:24]([O:26][C:27]([CH3:30])([CH3:29])[CH3:28])=[O:25])[C:31]([O:33][C:34]([CH3:36])([CH3:35])[CH3:37])=[O:32])[CH2:10][C@H:9]1[NH:8][C:6]([O:5][C:1]([CH3:4])([CH3:2])[CH3:3])=[O:7])(=[O:48])=[O:47]. (5) Given the reactants [H-].C([Al+]CC(C)C)C(C)C.CON(C)[C:14]([C:16]1[CH:17]=[N:18][C:19]([O:22][CH2:23][C:24]([F:27])([F:26])[F:25])=[CH:20][CH:21]=1)=[O:15].CO.[C@H](O)(C([O-])=O)[C@@H](O)C([O-])=O.[Na+].[K+], predict the reaction product. The product is: [F:27][C:24]([F:25])([F:26])[CH2:23][O:22][C:19]1[N:18]=[CH:17][C:16]([CH:14]=[O:15])=[CH:21][CH:20]=1. (6) Given the reactants [CH:1]([C:4]1[CH:5]=[C:6]([OH:10])[CH:7]=[CH:8][CH:9]=1)([CH3:3])[CH3:2].C(N(C(C)C)CC)(C)C.[CH3:20][O:21][CH2:22]Cl, predict the reaction product. The product is: [CH:1]([C:4]1[CH:9]=[CH:8][CH:7]=[C:6]([O:10][CH2:20][O:21][CH3:22])[CH:5]=1)([CH3:3])[CH3:2]. (7) Given the reactants CC[NH+]=[C:4]1[C:26]2[C:21](=[CH:22][CH:23]=[CH:24][CH:25]=2)[C:7]2=NC3C=CC(N(CC)CC)=CC=3O[C:6]2=[CH:5]1.[Cl-].[CH2:28]1[CH:32]2[C@@H]3[CH:30]=[CH:29][C@H:28](C2[CH:30]=[CH:29]1)[CH2:32]3, predict the reaction product. The product is: [CH:26]12[CH2:4][CH:23]([CH:24]=[CH:25]1)[CH2:22][CH:21]2[CH:7]1[CH2:30][CH:29]2[CH2:5][CH:6]1[CH2:32][CH2:28]2.